From a dataset of Full USPTO retrosynthesis dataset with 1.9M reactions from patents (1976-2016). Predict the reactants needed to synthesize the given product. (1) Given the product [NH2:14][C:15]1[C:20]2=[C:21]([C:39]3[S:40][C:41]4[C:47]([O:48][CH3:49])=[CH:46][C:45]([CH3:50])=[CH:44][C:42]=4[CH:43]=3)[C:22]([CH2:31][N:32]3[CH2:37][CH2:36][NH:35][C:34](=[O:38])[CH2:33]3)=[C:23]([CH2:24][N:25]3[CH2:26][CH2:27][N:28]([CH:1]=[O:3])[CH2:29][CH2:30]3)[N:19]2[N:18]=[CH:17][N:16]=1, predict the reactants needed to synthesize it. The reactants are: [C:1](OC(=O)C)(=[O:3])C.C(O)=O.Cl.Cl.Cl.[NH2:14][C:15]1[C:20]2=[C:21]([C:39]3[S:40][C:41]4[C:47]([O:48][CH3:49])=[CH:46][C:45]([CH3:50])=[CH:44][C:42]=4[CH:43]=3)[C:22]([CH2:31][N:32]3[CH2:37][CH2:36][NH:35][C:34](=[O:38])[CH2:33]3)=[C:23]([CH2:24][N:25]3[CH2:30][CH2:29][NH:28][CH2:27][CH2:26]3)[N:19]2[N:18]=[CH:17][N:16]=1. (2) Given the product [NH2:30][C:29]1[S:28][C:27](/[CH:46]=[CH:45]/[CH:39]2[CH2:44][CH2:43][CH2:42][CH2:41][CH2:40]2)=[N:26][C:25]=1[C:23]([NH:22][C:17]1[CH:18]=[N:19][N:20]([CH3:21])[C:16]=1[N:13]1[CH2:12][CH2:11][CH:10]([CH2:9][NH2:8])[CH2:15][CH2:14]1)=[O:24], predict the reactants needed to synthesize it. The reactants are: C(OC([NH:8][CH2:9][CH:10]1[CH2:15][CH2:14][N:13]([C:16]2[N:20]([CH3:21])[N:19]=[CH:18][C:17]=2[NH:22][C:23]([C:25]2[N:26]=[C:27](Br)[S:28][C:29]=2[NH:30]C(=O)OC(C)(C)C)=[O:24])[CH2:12][CH2:11]1)=O)CCC.[CH:39]1(/[CH:45]=[CH:46]/B(O)O)[CH2:44][CH2:43][CH2:42][CH2:41][CH2:40]1.